Dataset: NCI-60 drug combinations with 297,098 pairs across 59 cell lines. Task: Regression. Given two drug SMILES strings and cell line genomic features, predict the synergy score measuring deviation from expected non-interaction effect. Drug 1: COC1=C(C=C2C(=C1)N=CN=C2NC3=CC(=C(C=C3)F)Cl)OCCCN4CCOCC4. Drug 2: CC(C)NC(=O)C1=CC=C(C=C1)CNNC.Cl. Cell line: MDA-MB-435. Synergy scores: CSS=8.21, Synergy_ZIP=-3.52, Synergy_Bliss=-2.18, Synergy_Loewe=-6.06, Synergy_HSA=-4.35.